This data is from Forward reaction prediction with 1.9M reactions from USPTO patents (1976-2016). The task is: Predict the product of the given reaction. (1) The product is: [Cl:15][C:11]1[N:10]=[C:9]([C:6]2[CH:7]=[CH:8][C:3]([CH2:2][N:20]3[C:16](=[O:26])[C:17]4[C:18](=[CH:22][CH:23]=[CH:24][CH:25]=4)[C:19]3=[O:21])=[CH:4][CH:5]=2)[CH:14]=[CH:13][CH:12]=1. Given the reactants Br[CH2:2][C:3]1[CH:8]=[CH:7][C:6]([C:9]2[CH:14]=[CH:13][CH:12]=[C:11]([Cl:15])[N:10]=2)=[CH:5][CH:4]=1.[C:16]1(=[O:26])[NH:20][C:19](=[O:21])[C:18]2=[CH:22][CH:23]=[CH:24][CH:25]=[C:17]12.[K], predict the reaction product. (2) Given the reactants Cl[C:2]1[N:7]=[C:6]([NH:8][C:9]2[CH:10]=[C:11]([CH2:15][C:16]#[N:17])[CH:12]=[CH:13][CH:14]=2)[CH:5]=[CH:4][N:3]=1.[CH3:18][N:19]1[CH2:24][CH2:23][N:22]([C:25]2[CH:31]=[CH:30][C:28]([NH2:29])=[CH:27][C:26]=2[C:32]([F:35])([F:34])[F:33])[CH2:21][CH2:20]1, predict the reaction product. The product is: [CH3:18][N:19]1[CH2:24][CH2:23][N:22]([C:25]2[CH:31]=[CH:30][C:28]([NH:29][C:2]3[N:7]=[C:6]([NH:8][C:9]4[CH:10]=[C:11]([CH2:15][C:16]#[N:17])[CH:12]=[CH:13][CH:14]=4)[CH:5]=[CH:4][N:3]=3)=[CH:27][C:26]=2[C:32]([F:35])([F:33])[F:34])[CH2:21][CH2:20]1. (3) Given the reactants C(O[CH:9]([C:11]1([NH:14][C:15]([C:17]2[C:18]([O:35][CH3:36])=[C:19]3[C:23](=[CH:24][CH:25]=2)[NH:22][N:21]=[C:20]3/[CH:26]=[CH:27]/[C:28]2[CH:33]=[CH:32][C:31]([F:34])=[CH:30][CH:29]=2)=[O:16])[CH2:13][CH2:12]1)C)C1C=CC=CC=1.C[Si](I)(C)C.[CH3:42][OH:43], predict the reaction product. The product is: [OH:43][CH2:42][CH2:9][C:11]1([NH:14][C:15]([C:17]2[C:18]([O:35][CH3:36])=[C:19]3[C:23](=[CH:24][CH:25]=2)[NH:22][N:21]=[C:20]3/[CH:26]=[CH:27]/[C:28]2[CH:29]=[CH:30][C:31]([F:34])=[CH:32][CH:33]=2)=[O:16])[CH2:13][CH2:12]1. (4) Given the reactants [CH2:1]([N:3]1[CH2:8][CH2:7][CH:6]([C:9]2[CH:10]=[C:11]([OH:15])[CH:12]=[CH:13][CH:14]=2)[CH2:5][CH2:4]1)[CH3:2].[S:16](O[S:16]([C:19]([F:22])([F:21])[F:20])(=[O:18])=[O:17])([C:19]([F:22])([F:21])[F:20])(=[O:18])=[O:17], predict the reaction product. The product is: [CH2:1]([N:3]1[CH2:8][CH2:7][CH:6]([C:9]2[CH:10]=[C:11]([O:15][S:16]([C:19]([F:22])([F:21])[F:20])(=[O:18])=[O:17])[CH:12]=[CH:13][CH:14]=2)[CH2:5][CH2:4]1)[CH3:2]. (5) Given the reactants [C:1]([O:5][C:6](=[O:28])[CH2:7][C@H:8]([C:18]1[O:22][N:21]=[C:20]([C:23](OCC)=[O:24])[N:19]=1)[CH2:9][CH2:10][CH2:11][CH:12]1[CH2:17][CH2:16][CH2:15][CH2:14][CH2:13]1)([CH3:4])([CH3:3])[CH3:2].[NH:29]1[CH2:34][CH2:33][CH2:32][CH2:31][CH2:30]1, predict the reaction product. The product is: [CH:12]1([CH2:11][CH2:10][CH2:9][C@@H:8]([C:18]2[O:22][N:21]=[C:20]([C:23]([N:29]3[CH2:34][CH2:33][CH2:32][CH2:31][CH2:30]3)=[O:24])[N:19]=2)[CH2:7][C:6]([O:5][C:1]([CH3:4])([CH3:3])[CH3:2])=[O:28])[CH2:13][CH2:14][CH2:15][CH2:16][CH2:17]1.